From a dataset of Reaction yield outcomes from USPTO patents with 853,638 reactions. Predict the reaction yield, written as a fraction of the theoretical maximum amount of product (1.0 means a 100% yield; for example, 0.34 means a 34% yield). (1) The reactants are [Cl:1][C:2]1[CH:7]=[CH:6][C:5]([C:8]2[O:9][C:10]3[CH:21]=[C:20]([N+:22]([O-])=O)[C:19]([CH:25]4[CH2:27][CH2:26]4)=[CH:18][C:11]=3[C:12]=2[C:13]([O:15][CH2:16][CH3:17])=[O:14])=[CH:4][CH:3]=1.Cl.[H][H]. The catalyst is C(OCC)(=O)C.[Pd]. The product is [NH2:22][C:20]1[C:19]([CH:25]2[CH2:27][CH2:26]2)=[CH:18][C:11]2[C:12]([C:13]([O:15][CH2:16][CH3:17])=[O:14])=[C:8]([C:5]3[CH:4]=[CH:3][C:2]([Cl:1])=[CH:7][CH:6]=3)[O:9][C:10]=2[CH:21]=1. The yield is 0.990. (2) The reactants are [CH3:1][O:2][C:3]1[CH:4]=[C:5]([NH2:17])[CH:6]=[CH:7][C:8]=1[O:9][CH2:10][CH2:11][N:12]1[CH2:16][CH2:15][CH2:14][CH2:13]1.[Cl:18][C:19]1[CH:24]=[CH:23][C:22]([C:25]2[CH:26]=[C:27]([C:30](O)=[O:31])[NH:28][CH:29]=2)=[CH:21][CH:20]=1.C(Cl)CCl.C1C=CC2N(O)N=NC=2C=1.C([O-])(O)=O.[Na+]. The catalyst is CN(C=O)C.CCOC(C)=O. The product is [Cl:18][C:19]1[CH:24]=[CH:23][C:22]([C:25]2[CH:26]=[C:27]([C:30]([NH:17][C:5]3[CH:6]=[CH:7][C:8]([O:9][CH2:10][CH2:11][N:12]4[CH2:16][CH2:15][CH2:14][CH2:13]4)=[C:3]([O:2][CH3:1])[CH:4]=3)=[O:31])[NH:28][CH:29]=2)=[CH:21][CH:20]=1. The yield is 0.990.